This data is from Reaction yield outcomes from USPTO patents with 853,638 reactions. The task is: Predict the reaction yield, written as a fraction of the theoretical maximum amount of product (1.0 means a 100% yield; for example, 0.34 means a 34% yield). (1) The reactants are Cl.[Cl:2][C:3]1[CH:20]=[CH:19][C:6]([CH2:7][N:8]2[C:12]([C@H:13]3[CH2:17][CH2:16][CH2:15][NH:14]3)=[N:11][N:10]=[C:9]2[CH3:18])=[CH:5][CH:4]=1.[Cl:21][C:22]1[CH:27]=[CH:26][C:25]([N:28]=[C:29]=[O:30])=[CH:24][CH:23]=1.C(N(CC)C(C)C)(C)C. The catalyst is ClCCl. The product is [Cl:2][C:3]1[CH:20]=[CH:19][C:6]([CH2:7][N:8]2[C:9]([CH3:18])=[N:10][N:11]=[C:12]2[C@H:13]2[CH2:17][CH2:16][CH2:15][N:14]2[C:29]([NH:28][C:25]2[CH:26]=[CH:27][C:22]([Cl:21])=[CH:23][CH:24]=2)=[O:30])=[CH:5][CH:4]=1. The yield is 0.870. (2) The reactants are [C:1]1([C:7]2[CH:15]=[CH:14][CH:13]=[C:12]3[C:8]=2[CH:9]=[CH:10][CH2:11]3)[CH:6]=[CH:5][CH:4]=[CH:3][CH:2]=1.CO[CH2:18][CH2:19]OC.[OH-].[K+].[C:24]1(=O)[CH2:27][CH2:26][CH2:25]1. The catalyst is O. The product is [C:1]1([C:7]2[CH:15]=[CH:14][CH:13]=[C:12]3[C:8]=2[CH:9]=[CH:10][CH:11]3[C:24]2([CH:11]3[C:12]4[C:8](=[C:7]([C:19]5[CH:18]=[CH:6][CH:1]=[CH:2][CH:3]=5)[CH:15]=[CH:14][CH:13]=4)[CH:9]=[CH:10]3)[CH2:27][CH2:26][CH2:25]2)[CH:2]=[CH:3][CH:4]=[CH:5][CH:6]=1. The yield is 0.400. (3) The reactants are [NH2:1][C:2]1[N:7]=[CH:6][N:5]=[C:4]2[N:8]([CH2:25][C@H:26]3[CH2:30][CH2:29][CH2:28][N:27]3[C:31](=[O:35])[CH2:32][C:33]#[N:34])[N:9]=[C:10]([C:11]3[CH:16]=[CH:15][C:14]([O:17][C:18]4[CH:23]=[CH:22][CH:21]=[C:20]([F:24])[CH:19]=4)=[CH:13][CH:12]=3)[C:3]=12.N1[CH2:41][CH2:40][CH2:39][CH2:38]C1.C1(C=O)CC1. The catalyst is CO. The product is [NH2:1][C:2]1[N:7]=[CH:6][N:5]=[C:4]2[N:8]([CH2:25][C@H:26]3[CH2:30][CH2:29][CH2:28][N:27]3[C:31]([C:32](=[CH:38][CH:39]3[CH2:41][CH2:40]3)[C:33]#[N:34])=[O:35])[N:9]=[C:10]([C:11]3[CH:16]=[CH:15][C:14]([O:17][C:18]4[CH:23]=[CH:22][CH:21]=[C:20]([F:24])[CH:19]=4)=[CH:13][CH:12]=3)[C:3]=12. The yield is 0.290. (4) The reactants are C(OC([N:8]([C:13]1[CH:18]=[CH:17][C:16]([CH2:19][CH2:20][C:21]([O:23][C@H:24]([C:35]2[CH:40]=[CH:39][C:38]([O:41][CH:42]([F:44])[F:43])=[C:37]([O:45][CH2:46][CH:47]3[CH2:49][CH2:48]3)[CH:36]=2)[CH2:25][C:26]2[C:31]([Cl:32])=[CH:30][N+:29]([O-:33])=[CH:28][C:27]=2[Cl:34])=[O:22])=[CH:15][CH:14]=1)[S:9]([CH3:12])(=[O:11])=[O:10])=O)(C)(C)C.Cl.O1CCOCC1. The catalyst is C(Cl)Cl. The product is [Cl:34][C:27]1[CH:28]=[N+:29]([O-:33])[CH:30]=[C:31]([Cl:32])[C:26]=1[CH2:25][C@@H:24]([C:35]1[CH:40]=[CH:39][C:38]([O:41][CH:42]([F:43])[F:44])=[C:37]([O:45][CH2:46][CH:47]2[CH2:48][CH2:49]2)[CH:36]=1)[O:23][C:21](=[O:22])[CH2:20][CH2:19][C:16]1[CH:15]=[CH:14][C:13]([NH:8][S:9]([CH3:12])(=[O:11])=[O:10])=[CH:18][CH:17]=1. The yield is 0.620. (5) The reactants are [NH:1]1[CH2:9][CH2:8][CH2:7][CH:3]([C:4]([OH:6])=[O:5])[CH2:2]1.[CH:10](=O)[C:11]1[CH:16]=[CH:15][CH:14]=[CH:13][CH:12]=1. The catalyst is CO.[C].[Pd]. The product is [CH2:10]([N:1]1[CH2:9][CH2:8][CH2:7][CH:3]([C:4]([OH:6])=[O:5])[CH2:2]1)[C:11]1[CH:16]=[CH:15][CH:14]=[CH:13][CH:12]=1. The yield is 0.630. (6) The reactants are [Br:1][C:2]1[N:7]=[C:6]([NH2:8])[CH:5]=[CH:4][CH:3]=1.Cl[CH2:10][C:11](=O)[CH3:12]. No catalyst specified. The product is [Br:1][C:2]1[N:7]2[CH:10]=[C:11]([CH3:12])[N:8]=[C:6]2[CH:5]=[CH:4][CH:3]=1. The yield is 0.450. (7) The reactants are C[O:2][C:3](=[O:21])[CH2:4][CH2:5][CH2:6][CH2:7][C:8]1[O:12][C:11]([C:13]2[CH:18]=[CH:17][CH:16]=[CH:15][C:14]=2[O:19][CH3:20])=[N:10][CH:9]=1.C1COCC1.[OH-].[Na+]. The catalyst is CCO. The product is [CH3:20][O:19][C:14]1[CH:15]=[CH:16][CH:17]=[CH:18][C:13]=1[C:11]1[O:12][C:8]([CH2:7][CH2:6][CH2:5][CH2:4][C:3]([OH:21])=[O:2])=[CH:9][N:10]=1. The yield is 0.910. (8) The reactants are [NH:1]([C:3]1[S:4][C:5]([C:9]([O:11][CH3:12])=[O:10])=[C:6]([CH3:8])[N:7]=1)[NH2:2].C([O:15][C:16](=O)[CH:17]([CH2:21][C:22]1[CH:27]=[CH:26][C:25]([Cl:28])=[CH:24][CH:23]=1)[C:18]([CH3:20])=O)C. The catalyst is C(O)C.O.C(O)(=O)C. The product is [Cl:28][C:25]1[CH:24]=[CH:23][C:22]([CH2:21][C:17]2[C:16](=[O:15])[N:1]([C:3]3[S:4][C:5]([C:9]([O:11][CH3:12])=[O:10])=[C:6]([CH3:8])[N:7]=3)[NH:2][C:18]=2[CH3:20])=[CH:27][CH:26]=1. The yield is 0.420. (9) The reactants are CC(C)([O-])C.[Na+].Cl.[NH2:8][CH2:9][CH2:10][SH:11].Cl[C:13]1[N:14]=[N:15][C:16]([C:19]2[CH:24]=[CH:23][CH:22]=[CH:21][CH:20]=2)=[CH:17][CH:18]=1.C(OCC)(=O)C. The catalyst is O1CCCC1. The product is [C:19]1([C:16]2[N:15]=[N:14][C:13]([S:11][CH2:10][CH2:9][NH2:8])=[CH:18][CH:17]=2)[CH:20]=[CH:21][CH:22]=[CH:23][CH:24]=1. The yield is 0.980.